Task: Predict the reactants needed to synthesize the given product.. Dataset: Full USPTO retrosynthesis dataset with 1.9M reactions from patents (1976-2016) (1) Given the product [NH2:8][CH2:9][CH2:10][C@H:11]1[CH2:15][CH2:14][CH2:13][N:12]1[C:16]([C:18]1[CH:38]=[CH:37][C:21]([C:22]([NH:24][C@H:25]([C:27]2[NH:31][C:30]3[CH:32]=[CH:33][C:34]([Cl:36])=[CH:35][C:29]=3[N:28]=2)[CH3:26])=[O:23])=[CH:20][C:19]=1[Cl:39])=[O:17], predict the reactants needed to synthesize it. The reactants are: C(OC([NH:8][CH2:9][CH2:10][C@H:11]1[CH2:15][CH2:14][CH2:13][N:12]1[C:16]([C:18]1[CH:38]=[CH:37][C:21]([C:22]([NH:24][C@H:25]([C:27]2[NH:31][C:30]3[CH:32]=[CH:33][C:34]([Cl:36])=[CH:35][C:29]=3[N:28]=2)[CH3:26])=[O:23])=[CH:20][C:19]=1[Cl:39])=[O:17])=O)(C)(C)C.FC(F)(F)C(O)=O.ClCCl.CO.N.ClCl. (2) Given the product [CH3:34][N:32]1[CH:33]=[C:29]([C:25]2[CH:24]=[C:23]([C:20]3[N:21]=[CH:22][C:17]([C:15]4[CH:14]=[N:13][N:12]([CH:9]5[CH2:8][CH2:7][CH:6]([C:4]([OH:5])=[O:3])[CH2:11][CH2:10]5)[CH:16]=4)=[CH:18][N:19]=3)[CH:28]=[CH:27][CH:26]=2)[CH:30]=[N:31]1, predict the reactants needed to synthesize it. The reactants are: C([O:3][C:4]([CH:6]1[CH2:11][CH2:10][CH:9]([N:12]2[CH:16]=[C:15]([C:17]3[CH:18]=[N:19][C:20]([C:23]4[CH:28]=[CH:27][CH:26]=[C:25]([C:29]5[CH:30]=[N:31][N:32]([CH3:34])[CH:33]=5)[CH:24]=4)=[N:21][CH:22]=3)[CH:14]=[N:13]2)[CH2:8][CH2:7]1)=[O:5])C.[OH-].[Na+].Cl.